This data is from Reaction yield outcomes from USPTO patents with 853,638 reactions. The task is: Predict the reaction yield, written as a fraction of the theoretical maximum amount of product (1.0 means a 100% yield; for example, 0.34 means a 34% yield). (1) The reactants are [CH3:1][NH:2][C@H:3]([C:12]([NH:14][C@H:15]([C:20]([N:22]([C@@H:24]([CH:33]([CH3:35])[CH3:34])/[CH:25]=[C:26](\[CH3:32])/[C:27]([O:29]CC)=[O:28])[CH3:23])=[O:21])[C:16]([CH3:19])([CH3:18])[CH3:17])=[O:13])[C:4]([C:7]1[CH:11]=[CH:10][S:9][CH:8]=1)([CH3:6])[CH3:5].[OH-].[Li+]. The catalyst is O.CO. The product is [CH3:1][NH:2][C@H:3]([C:12]([NH:14][C@H:15]([C:20]([N:22]([C@@H:24]([CH:33]([CH3:35])[CH3:34])/[CH:25]=[C:26](/[C:27]([OH:29])=[O:28])\[CH3:32])[CH3:23])=[O:21])[C:16]([CH3:19])([CH3:18])[CH3:17])=[O:13])[C:4]([C:7]1[CH:11]=[CH:10][S:9][CH:8]=1)([CH3:5])[CH3:6]. The yield is 1.00. (2) The reactants are Cl.[Br:2][C:3]1[CH:8]=[CH:7][C:6]([NH:9][NH2:10])=[CH:5][CH:4]=1.[C:11]1(=O)[O:16][C:14](=[O:15])[C:13]2=[CH:17][CH:18]=[CH:19][CH:20]=[C:12]12. The catalyst is C(O)(=O)C. The product is [Br:2][C:3]1[CH:8]=[CH:7][C:6]([NH:9][N:10]2[C:14](=[O:15])[C:13]3[C:12](=[CH:20][CH:19]=[CH:18][CH:17]=3)[C:11]2=[O:16])=[CH:5][CH:4]=1. The yield is 0.840. (3) The reactants are [Br:1][C:2]1[CH:7]=[CH:6][C:5]([C:8]([C:10]2[CH:15]=[CH:14][C:13]([OH:16])=[CH:12][CH:11]=2)=O)=[C:4]([Cl:17])[CH:3]=1.[C:18]1(=O)[CH2:23][CH2:22][CH2:21][CH2:20][CH2:19]1. The catalyst is C1COCC1.Cl[Ti](Cl)(Cl)Cl.[Zn]. The product is [Br:1][C:2]1[CH:7]=[CH:6][C:5]([C:8](=[C:18]2[CH2:23][CH2:22][CH2:21][CH2:20][CH2:19]2)[C:10]2[CH:15]=[CH:14][C:13]([OH:16])=[CH:12][CH:11]=2)=[C:4]([Cl:17])[CH:3]=1. The yield is 0.930. (4) The reactants are [CH2:1]([O:3][C:4]([C:6]1[C:7]([NH2:26])=[C:8](C(OC(C)(C)C)=O)[N:9]([C:11]2[CH:16]=[CH:15][C:14]([Cl:17])=[C:13]([F:18])[CH:12]=2)[CH:10]=1)=[O:5])[CH3:2].[CH2:27]([N:29]=[C:30]=[O:31])[CH3:28]. No catalyst specified. The product is [CH2:1]([O:3][C:4]([C:6]1[C:7]([NH:26][C:30]([NH:29][CH2:27][CH3:28])=[O:31])=[CH:8][N:9]([C:11]2[CH:16]=[CH:15][C:14]([Cl:17])=[C:13]([F:18])[CH:12]=2)[CH:10]=1)=[O:5])[CH3:2]. The yield is 0.760. (5) The product is [NH2:1][C:2]1[N:7]=[CH:6][C:5]([C:8]([NH:11][OH:12])=[NH:9])=[CH:4][N:3]=1. The yield is 0.720. The catalyst is C(O)C. The reactants are [NH2:1][C:2]1[N:7]=[CH:6][C:5]([C:8]#[N:9])=[CH:4][N:3]=1.Cl.[NH2:11][OH:12].C(=O)([O-])[O-].[K+].[K+]. (6) The reactants are Br[C:2]1[C:11]2[C:6](=[CH:7][CH:8]=[C:9]([C:12]3[CH:13]=[N:14][C:15]([CH3:18])=[CH:16][CH:17]=3)[CH:10]=2)[C:5](=[O:19])[N:4]([CH3:20])[CH:3]=1.[CH2:21]([S:23]([NH:26][C:27]1[CH:28]=[C:29](B(O)O)[CH:30]=[CH:31][CH:32]=1)(=[O:25])=[O:24])[CH3:22].[O-]P([O-])([O-])=O.[K+].[K+].[K+]. The catalyst is O1CCOCC1.C1C=CC(P(C2C=CC=CC=2)[C-]2C=CC=C2)=CC=1.C1C=CC(P(C2C=CC=CC=2)[C-]2C=CC=C2)=CC=1.Cl[Pd]Cl.[Fe+2]. The product is [CH3:20][N:4]1[CH:3]=[C:2]([C:31]2[CH:32]=[C:27]([NH:26][S:23]([CH2:21][CH3:22])(=[O:24])=[O:25])[CH:28]=[CH:29][CH:30]=2)[C:11]2[C:6](=[CH:7][CH:8]=[C:9]([C:12]3[CH:13]=[N:14][C:15]([CH3:18])=[CH:16][CH:17]=3)[CH:10]=2)[C:5]1=[O:19]. The yield is 0.141.